From a dataset of Catalyst prediction with 721,799 reactions and 888 catalyst types from USPTO. Predict which catalyst facilitates the given reaction. (1) Reactant: [NH2:1][C:2]1[C:3]([NH:17][CH2:18][CH:19]2[CH2:24][CH2:23][CH2:22][N:21](C(OCCCC)=O)[CH2:20]2)=[CH:4][C:5]([NH:8][C:9]2[CH:14]=[N:13][C:12]([C:15]#[N:16])=[CH:11][N:10]=2)=[N:6][CH:7]=1.CO[CH:34]1[CH2:38][CH2:37][CH:36](OC)O1.C(O)(=O)C. Product: [NH:21]1[CH2:22][CH2:23][CH2:24][CH:19]([CH2:18][NH:17][C:3]2[C:2]([N:1]3[CH:34]=[CH:38][CH:37]=[CH:36]3)=[CH:7][N:6]=[C:5]([NH:8][C:9]3[N:10]=[CH:11][C:12]([C:15]#[N:16])=[N:13][CH:14]=3)[CH:4]=2)[CH2:20]1. The catalyst class is: 525. (2) Reactant: C([O:5][C:6](=[O:34])[C@@H:7]([N:10]1[C:15](=[O:16])[C:14]2[N:17]=[CH:18][CH:19]=[CH:20][C:13]=2[N:12]([CH2:21][C:22]2[C:26]3[C:27]([CH3:32])=[CH:28][C:29]([CH3:31])=[CH:30][C:25]=3[S:24][N:23]=2)[C:11]1=[O:33])[CH2:8][CH3:9])(C)(C)C. Product: [CH3:32][C:27]1[C:26]2[C:22]([CH2:21][N:12]3[C:13]4[CH:20]=[CH:19][CH:18]=[N:17][C:14]=4[C:15](=[O:16])[N:10]([C@@H:7]([CH2:8][CH3:9])[C:6]([OH:34])=[O:5])[C:11]3=[O:33])=[N:23][S:24][C:25]=2[CH:30]=[C:29]([CH3:31])[CH:28]=1. The catalyst class is: 330. (3) Reactant: [Cl:1][C:2]1[CH:3]=[C:4]2[C:9](=[CH:10][C:11]=1[O:12][C:13]1[CH:21]=[CH:20][C:16]([C:17](O)=[O:18])=[CH:15][CH:14]=1)[O:8][CH2:7][CH2:6][CH:5]2[C:22]([O:24][CH2:25][CH3:26])=[O:23].[O:27]([C:34]1[CH:35]=[C:36]([CH:40]=[CH:41][CH:42]=1)[CH2:37][CH2:38][NH2:39])[C:28]1[CH:33]=[CH:32][CH:31]=[CH:30][CH:29]=1.Cl.CN(C)CCCN=C=NCC.ON1C2N=CC=CC=2N=N1. Product: [Cl:1][C:2]1[CH:3]=[C:4]2[C:9](=[CH:10][C:11]=1[O:12][C:13]1[CH:14]=[CH:15][C:16]([C:17](=[O:18])[NH:39][CH2:38][CH2:37][C:36]3[CH:40]=[CH:41][CH:42]=[C:34]([O:27][C:28]4[CH:33]=[CH:32][CH:31]=[CH:30][CH:29]=4)[CH:35]=3)=[CH:20][CH:21]=1)[O:8][CH2:7][CH2:6][CH:5]2[C:22]([O:24][CH2:25][CH3:26])=[O:23]. The catalyst class is: 85.